Dataset: Full USPTO retrosynthesis dataset with 1.9M reactions from patents (1976-2016). Task: Predict the reactants needed to synthesize the given product. (1) The reactants are: I[C:2]1[C:10]2[C:5](=[N:6][CH:7]=[CH:8][CH:9]=2)[N:4](C(OC(C)(C)C)=O)[CH:3]=1.C(N(CC)CC)C.CC1(C)C(C)(C)OBO1.C(=O)([O-])[O-].[Na+].[Na+].Cl[C:41]1[CH:50]=[CH:49][N:48]=[C:47]2[C:42]=1[CH:43]=[CH:44][C:45]([C:51]1[CH:56]=[CH:55][CH:54]=[CH:53][CH:52]=1)=[N:46]2. Given the product [C:51]1([C:45]2[CH:44]=[CH:43][C:42]3[C:47](=[N:48][CH:49]=[CH:50][C:41]=3[C:2]3[C:10]4[C:5](=[N:6][CH:7]=[CH:8][CH:9]=4)[NH:4][CH:3]=3)[N:46]=2)[CH:56]=[CH:55][CH:54]=[CH:53][CH:52]=1, predict the reactants needed to synthesize it. (2) Given the product [N+:1]([C:4]1[CH:9]=[CH:8][C:7]2[NH:10][C:14]([C@@H:13]([OH:12])[CH3:17])=[N:11][C:6]=2[CH:5]=1)([O-:3])=[O:2], predict the reactants needed to synthesize it. The reactants are: [N+:1]([C:4]1[CH:5]=[C:6]([NH2:11])[C:7]([NH2:10])=[CH:8][CH:9]=1)([O-:3])=[O:2].[OH:12][C@@H:13]([CH3:17])[C:14](O)=O. (3) Given the product [CH2:31]([S:30][C:20]1[CH:21]=[C:22]([S:25][C:26]([F:29])([F:27])[F:28])[CH:23]=[CH:24][C:19]=1[C:3]1[N:2]([CH3:1])[C:6]2=[N:7][CH:8]=[C:9]([C:11]([F:17])([F:16])[C:12]([F:15])([F:14])[F:13])[CH:10]=[C:5]2[N:4]=1)[CH3:32], predict the reactants needed to synthesize it. The reactants are: [CH3:1][N:2]1[C:6]2=[N:7][CH:8]=[C:9]([C:11]([F:17])([F:16])[C:12]([F:15])([F:14])[F:13])[CH:10]=[C:5]2[N:4]=[CH:3]1.Br[C:19]1[CH:24]=[CH:23][C:22]([S:25][C:26]([F:29])([F:28])[F:27])=[CH:21][C:20]=1[S:30][CH2:31][CH3:32].C(=O)([O-])[O-].[K+].[K+].C1(C)C=CC=CC=1.